From a dataset of Full USPTO retrosynthesis dataset with 1.9M reactions from patents (1976-2016). Predict the reactants needed to synthesize the given product. (1) Given the product [Cl:1][C:2]1[CH:7]=[CH:6][C:5]([NH:8][C:21](=[O:22])[CH2:20][C:18]#[N:19])=[CH:4][C:3]=1[C:9]1[O:10][C:11]2[C:16]([N:17]=1)=[CH:15][CH:14]=[CH:13][N:12]=2, predict the reactants needed to synthesize it. The reactants are: [Cl:1][C:2]1[CH:7]=[CH:6][C:5]([NH2:8])=[CH:4][C:3]=1[C:9]1[O:10][C:11]2[C:16]([N:17]=1)=[CH:15][CH:14]=[CH:13][N:12]=2.[C:18]([CH2:20][C:21](O)=[O:22])#[N:19].C(N(C(C)C)CC)(C)C.Cl.CN(C)CCCN=C=NCC. (2) Given the product [CH3:3][N:4]1[C:13]2[CH:12]=[CH:11][CH:10]=[C:9]3[C@@H:14]4[CH2:19][NH:18][CH2:17][CH2:16][C@@H:15]4[N:7]([C:8]=23)[CH2:6][CH2:5]1, predict the reactants needed to synthesize it. The reactants are: [OH-].[K+].[CH3:3][N:4]1[C:13]2[CH:12]=[CH:11][CH:10]=[C:9]3[C@@H:14]4[CH2:19][N:18](C(OCC)=O)[CH2:17][CH2:16][C@@H:15]4[N:7]([C:8]=23)[CH2:6][CH2:5]1. (3) Given the product [NH:1]1[C:9]2[C:4](=[CH:5][CH:6]=[C:7]([NH:10][C:11]3[N:20]=[C:19]([NH:21][C@@H:22]4[CH2:27][CH2:26][CH2:25][CH2:24][C@@H:23]4[NH2:28])[CH:18]=[C:17]([C:36]#[N:37])[C:12]=3[C:13]([O:15][CH3:16])=[O:14])[CH:8]=2)[CH:3]=[N:2]1, predict the reactants needed to synthesize it. The reactants are: [NH:1]1[C:9]2[C:4](=[CH:5][CH:6]=[C:7]([NH:10][C:11]3[N:20]=[C:19]([NH:21][C@@H:22]4[CH2:27][CH2:26][CH2:25][CH2:24][C@@H:23]4[NH:28]C(OC(C)(C)C)=O)[CH:18]=[C:17]([C:36]#[N:37])[C:12]=3[C:13]([O:15][CH3:16])=[O:14])[CH:8]=2)[CH:3]=[N:2]1.C(O)(C(F)(F)F)=O. (4) Given the product [CH3:16][O:17][C:18]([C:20]1[S:24][C:23]2=[N:25][CH:1]=[CH:2][N:22]2[C:21]=1[CH3:26])=[O:19], predict the reactants needed to synthesize it. The reactants are: [CH2:1](OC(OCC)CBr)[CH3:2].Cl.C([O-])(O)=O.[Na+].[CH3:16][O:17][C:18]([C:20]1[S:24][C:23]([NH2:25])=[N:22][C:21]=1[CH3:26])=[O:19]. (5) Given the product [CH2:1]([C:3]1[C:19]([O:20][CH2:21][O:22][CH3:23])=[CH:18][C:17]2[CH2:16][CH2:15][CH:14]3[CH:6]([CH2:7][CH2:8][C:9]4([CH3:25])[CH:13]3[CH2:12][CH2:11][CH:10]4[O:24][CH2:31][CH2:30][O:29][CH3:28])[C:5]=2[CH:4]=1)[CH3:2], predict the reactants needed to synthesize it. The reactants are: [CH2:1]([C:3]1[C:19]([O:20][CH2:21][O:22][CH3:23])=[CH:18][C:17]2[CH2:16][CH2:15][CH:14]3[CH:6]([CH2:7][CH2:8][C:9]4([CH3:25])[CH:13]3[CH2:12][CH2:11][CH:10]4[OH:24])[C:5]=2[CH:4]=1)[CH3:2].[H-].[Na+].[CH3:28][O:29][CH2:30][CH2:31]Br.[Cl-].[NH4+].